From a dataset of Full USPTO retrosynthesis dataset with 1.9M reactions from patents (1976-2016). Predict the reactants needed to synthesize the given product. (1) Given the product [C:9]1([C:8]2[C:3]([NH:1][NH:2][C:25](=[O:27])[CH3:26])=[N:4][C:5]([C:21]([F:24])([F:23])[F:22])=[N:6][C:7]=2[C:15]2[CH:20]=[CH:19][CH:18]=[CH:17][CH:16]=2)[CH:10]=[CH:11][CH:12]=[CH:13][CH:14]=1, predict the reactants needed to synthesize it. The reactants are: [NH:1]([C:3]1[C:8]([C:9]2[CH:14]=[CH:13][CH:12]=[CH:11][CH:10]=2)=[C:7]([C:15]2[CH:20]=[CH:19][CH:18]=[CH:17][CH:16]=2)[N:6]=[C:5]([C:21]([F:24])([F:23])[F:22])[N:4]=1)[NH2:2].[C:25](Cl)(=[O:27])[CH3:26].Cl. (2) Given the product [Br:17][C:10]1[CH:9]=[CH:8][C:7]([O:12][CH2:13][CH2:14][O:15][CH3:16])=[C:6]([O:5][CH2:4][CH2:3][O:2][CH3:1])[CH:11]=1, predict the reactants needed to synthesize it. The reactants are: [CH3:1][O:2][CH2:3][CH2:4][O:5][C:6]1[CH:11]=[CH:10][CH:9]=[CH:8][C:7]=1[O:12][CH2:13][CH2:14][O:15][CH3:16].[Br:17]N1C(=O)CCC1=O. (3) The reactants are: [CH2:1]([N:8]([CH3:41])[CH2:9][CH2:10][O:11][CH2:12][CH:13]1[CH2:20][N:19]2[C:21]3[CH:22]=[C:23]([C:34]([OH:36])=O)[CH:24]=[CH:25][C:26]=3[C:27]([CH:28]3[CH2:33][CH2:32][CH2:31][CH2:30][CH2:29]3)=[C:18]2[C:17]2[CH:37]=[CH:38][CH:39]=[CH:40][C:16]=2[O:15][CH2:14]1)[C:2]1[CH:7]=[CH:6][CH:5]=[CH:4][CH:3]=1.C(Cl)CCl.[CH3:46][O:47][CH:48]([O:56][CH3:57])[CH2:49][N:50]([CH3:55])[S:51]([NH2:54])(=[O:53])=[O:52]. Given the product [CH2:1]([N:8]([CH3:41])[CH2:9][CH2:10][O:11][CH2:12][CH:13]1[CH2:20][N:19]2[C:21]3[CH:22]=[C:23]([C:34]([NH:54][S:51]([N:50]([CH2:49][CH:48]([O:47][CH3:46])[O:56][CH3:57])[CH3:55])(=[O:53])=[O:52])=[O:36])[CH:24]=[CH:25][C:26]=3[C:27]([CH:28]3[CH2:33][CH2:32][CH2:31][CH2:30][CH2:29]3)=[C:18]2[C:17]2[CH:37]=[CH:38][CH:39]=[CH:40][C:16]=2[O:15][CH2:14]1)[C:2]1[CH:7]=[CH:6][CH:5]=[CH:4][CH:3]=1, predict the reactants needed to synthesize it. (4) Given the product [CH3:1][O:3][C:4]([C:5]1[CH:6]=[C:7]([C:8]2[CH:13]=[CH:12][CH:11]=[CH:10][CH:9]=2)[O:14][N:18]=1)=[O:16], predict the reactants needed to synthesize it. The reactants are: [CH2:1]([O:3][C:4](=[O:16])[C:5](=O)[CH2:6][C:7](=[O:14])[C:8]1[CH:13]=[CH:12][CH:11]=[CH:10][CH:9]=1)C.Cl.[NH2:18]O. (5) Given the product [CH2:1]([N:8]1[C:18]2=[C:19]3[C:40](=[CH:15][CH:16]=[CH:17]2)[C@@H:38]([OH:42])[C@H:41]([Br:35])[CH2:11][N:10]3[C:9]1=[O:20])[C:2]1[CH:7]=[CH:6][CH:5]=[CH:4][CH:3]=1, predict the reactants needed to synthesize it. The reactants are: [CH2:1]([N:8]1[C:18]2=[C:19]3C(=[CH:15][CH:16]=[CH:17]2)C=C[CH2:11][N:10]3[C:9]1=[O:20])[C:2]1[CH:7]=[CH:6][CH:5]=[CH:4][CH:3]=1.[H+].[B-](F)(F)(F)F.CC1(C)N([Br:35])C(=O)N(Br)C1=O.[C:38]([O:42]C)([CH3:41])([CH3:40])C. (6) Given the product [CH3:34][C:30]1[C:31]([CH3:33])=[CH:32][C:18]2[N:17]([CH2:16][CH2:15][CH2:14][CH2:13][CH2:12][NH:1][C:2]3[C:3](=[O:8])[NH:4][CH:5]=[CH:6][CH:7]=3)[C:26]3[C:21]([C:22](=[O:28])[NH:23][C:24](=[O:27])[N:25]=3)=[N:20][C:19]=2[CH:29]=1, predict the reactants needed to synthesize it. The reactants are: [NH2:1][C:2]1[C:3](=[O:8])[NH:4][CH:5]=[CH:6][CH:7]=1.[I-].[Na+].Br[CH2:12][CH2:13][CH2:14][CH2:15][CH2:16][N:17]1[C:26]2[C:21]([C:22](=[O:28])[NH:23][C:24](=[O:27])[N:25]=2)=[N:20][C:19]2[CH:29]=[C:30]([CH3:34])[C:31]([CH3:33])=[CH:32][C:18]1=2. (7) Given the product [CH3:21][O:13][C:6]1[CH:5]=[CH:4][CH:3]=[C:2]([CH3:1])[C:7]=1[C:8]([O:10][CH2:11][CH3:12])=[O:9], predict the reactants needed to synthesize it. The reactants are: [CH3:1][C:2]1[CH:3]=[CH:4][CH:5]=[C:6]([OH:13])[C:7]=1[C:8]([O:10][CH2:11][CH3:12])=[O:9].O.[OH-].[Li+].S(OC)(O[CH3:21])(=O)=O. (8) Given the product [CH2:40]([O:39][C:37](=[O:38])[CH2:36][CH2:35][N:33]1[CH:34]=[C:30]([C:16]2[CH:17]=[CH:18][C:13]([N:9]3[C:8](=[O:21])[C:7]4[C:2]([NH2:1])=[N:3][CH:4]=[N:5][C:6]=4[O:12][CH2:11][CH2:10]3)=[CH:14][C:15]=2[Cl:20])[CH:31]=[N:32]1)[CH3:41], predict the reactants needed to synthesize it. The reactants are: [NH2:1][C:2]1[C:7]2[C:8](=[O:21])[N:9]([C:13]3[CH:18]=[CH:17][C:16](I)=[C:15]([Cl:20])[CH:14]=3)[CH2:10][CH2:11][O:12][C:6]=2[N:5]=[CH:4][N:3]=1.CC1(C)C(C)(C)OB([C:30]2[CH:31]=[N:32][N:33]([CH2:35][CH2:36][C:37]([O:39][CH2:40][CH3:41])=[O:38])[CH:34]=2)O1.C([O-])([O-])=O.[K+].[K+]. (9) Given the product [ClH:42].[NH2:7][C@H:8]1[CH2:13][CH2:12][C@H:11]([N:14]([CH2:39][CH3:40])[C:15]2[C:30]3[CH2:29][CH:28]=[CH:27][CH2:26][CH2:25][C:24]4[CH:31]=[C:32]([CH3:37])[NH:33][C:34](=[O:35])[C:23]=4[CH2:22][NH:21][C:20](=[O:38])[C:19]=3[CH:18]=[CH:17][CH:16]=2)[CH2:10][CH2:9]1, predict the reactants needed to synthesize it. The reactants are: C(OC(=O)[NH:7][C@H:8]1[CH2:13][CH2:12][C@H:11]([N:14]([CH2:39][CH3:40])[C:15]2[C:30]3[CH2:29][CH:28]=[CH:27][CH2:26][CH2:25][C:24]4[CH:31]=[C:32]([CH3:37])[N:33]=[C:34]([O:35]C)[C:23]=4[CH2:22][NH:21][C:20](=[O:38])[C:19]=3[CH:18]=[CH:17][CH:16]=2)[CH2:10][CH2:9]1)(C)(C)C.[ClH:42].